This data is from CYP2D6 inhibition data for predicting drug metabolism from PubChem BioAssay. The task is: Regression/Classification. Given a drug SMILES string, predict its absorption, distribution, metabolism, or excretion properties. Task type varies by dataset: regression for continuous measurements (e.g., permeability, clearance, half-life) or binary classification for categorical outcomes (e.g., BBB penetration, CYP inhibition). Dataset: cyp2d6_veith. (1) The drug is COc1ccccc1-c1nccc(NCc2ccccc2)n1. The result is 1 (inhibitor). (2) The molecule is CC(C)COC(=O)OCN1C(=O)CN(CCN2CC(=O)N(COC(=O)OCC(C)C)C(=O)C2)CC1=O. The result is 0 (non-inhibitor).